Dataset: Catalyst prediction with 721,799 reactions and 888 catalyst types from USPTO. Task: Predict which catalyst facilitates the given reaction. (1) Reactant: C[O:2][C:3]1[CH:4]=[C:5]2[C:9](=[CH:10][CH:11]=1)[CH:8]([CH2:12][C:13]([O:15][CH2:16][CH3:17])=[O:14])[CH2:7][CH2:6]2.B(Br)(Br)Br. Product: [OH:2][C:3]1[CH:4]=[C:5]2[C:9](=[CH:10][CH:11]=1)[CH:8]([CH2:12][C:13]([O:15][CH2:16][CH3:17])=[O:14])[CH2:7][CH2:6]2. The catalyst class is: 4. (2) Reactant: [C:1]([NH:4][C:5]1[S:6][C:7]([C:11]2[N:12]=[C:13]([C:16]([O:18]CC)=[O:17])[S:14][CH:15]=2)=[C:8]([CH3:10])[N:9]=1)(=[O:3])[CH3:2].BrCC(C1SC(NC(=O)C)=NC=1C)=O.[OH-].[Na+].Cl. Product: [C:1]([NH:4][C:5]1[S:6][C:7]([C:11]2[N:12]=[C:13]([C:16]([OH:18])=[O:17])[S:14][CH:15]=2)=[C:8]([CH3:10])[N:9]=1)(=[O:3])[CH3:2]. The catalyst class is: 1.